Dataset: Reaction yield outcomes from USPTO patents with 853,638 reactions. Task: Predict the reaction yield, written as a fraction of the theoretical maximum amount of product (1.0 means a 100% yield; for example, 0.34 means a 34% yield). (1) The reactants are [F:1][C:2]1[CH:3]=[C:4]2[C:8](=[CH:9][CH:10]=1)[NH:7][C:6](=[O:11])[C:5]2=[O:12].[H-].[Na+].[CH3:15][O:16][C:17]1[CH:24]=[CH:23][C:20]([CH2:21]Cl)=[CH:19][CH:18]=1. The catalyst is CN(C=O)C. The product is [F:1][C:2]1[CH:3]=[C:4]2[C:8](=[CH:9][CH:10]=1)[N:7]([CH2:21][C:20]1[CH:23]=[CH:24][C:17]([O:16][CH3:15])=[CH:18][CH:19]=1)[C:6](=[O:11])[C:5]2=[O:12]. The yield is 0.820. (2) The reactants are Br[C:2]1[CH:21]=[N:20][C:5]2[NH:6][C:7]3[CH:12]=[N:11][C:10]([C:13]#[N:14])=[C:9]([O:15][CH2:16][CH2:17][O:18][CH3:19])[C:8]=3[C:4]=2[CH:3]=1.[N:22]1([CH2:28][C:29]2[CH:34]=[CH:33][C:32](B(O)O)=[CH:31][CH:30]=2)[CH2:27][CH2:26][CH2:25][CH2:24][CH2:23]1. The catalyst is C(=O)([O-])[O-].[Na+].[Na+].C(#N)C.O.Cl[Pd]Cl.C1(P(C2C=CC=CC=2)[C-]2C=CC=C2)C=CC=CC=1.[C-]1(P(C2C=CC=CC=2)C2C=CC=CC=2)C=CC=C1.[Fe+2]. The product is [CH3:19][O:18][CH2:17][CH2:16][O:15][C:9]1[C:8]2[C:4]3[CH:3]=[C:2]([C:32]4[CH:31]=[CH:30][C:29]([CH2:28][N:22]5[CH2:27][CH2:26][CH2:25][CH2:24][CH2:23]5)=[CH:34][CH:33]=4)[CH:21]=[N:20][C:5]=3[NH:6][C:7]=2[CH:12]=[N:11][C:10]=1[C:13]#[N:14]. The yield is 0.320. (3) The reactants are [CH3:1][C:2]1[CH:18]=[C:17]([S:19][CH3:20])[CH:16]=[C:15]([CH3:21])[C:3]=1[O:4][Si:5]([CH:12]([CH3:14])[CH3:13])([CH:9]([CH3:11])[CH3:10])[CH:6]([CH3:8])[CH3:7].[Cl:22]N1C(=O)CCC1=O. The catalyst is C(Cl)(Cl)(Cl)Cl. The product is [Cl:22][CH2:20][S:19][C:17]1[CH:18]=[C:2]([CH3:1])[C:3]([O:4][Si:5]([CH:12]([CH3:14])[CH3:13])([CH:6]([CH3:7])[CH3:8])[CH:9]([CH3:10])[CH3:11])=[C:15]([CH3:21])[CH:16]=1. The yield is 1.00. (4) The reactants are [Cl:1][C:2]1[CH:11]=[C:10]2[C:5]([N:6]=[CH:7][C:8]([NH:12][C@H:13]3[CH2:16][C@H:15]([NH:17][C:18]4[C:23]([NH2:24])=[CH:22][CH:21]=[CH:20][N:19]=4)[CH2:14]3)=[N:9]2)=[CH:4][CH:3]=1.[C:25](OC)(OC)(OC)[O:26][CH3:27].C(O)(=O)CC. The catalyst is O. The product is [Cl:1][C:2]1[CH:11]=[C:10]2[C:5]([N:6]=[CH:7][C:8]([NH:12][C@H:13]3[CH2:16][C@H:15]([N:17]4[C:18]5=[N:19][CH:20]=[CH:21][CH:22]=[C:23]5[N:24]=[C:25]4[O:26][CH3:27])[CH2:14]3)=[N:9]2)=[CH:4][CH:3]=1. The yield is 0.645. (5) The reactants are [CH2:1]([C:8]1[O:9][C:10]([CH3:30])=[C:11]([CH3:29])[C:12]=1[C:13]([C:15]1[CH:20]=[C:19]([CH:21]([CH3:23])[CH3:22])[C:18]([O:24]C)=[C:17]([CH:26]([CH3:28])[CH3:27])[CH:16]=1)=[O:14])[C:2]1[CH:7]=[CH:6][CH:5]=[CH:4][CH:3]=1.B(Br)(Br)Br.C(Cl)Cl.C(=O)=O.CC(C)=O. The catalyst is C(Cl)Cl. The product is [CH2:1]([C:8]1[O:9][C:10]([CH3:30])=[C:11]([CH3:29])[C:12]=1[C:13]([C:15]1[CH:16]=[C:17]([CH:26]([CH3:27])[CH3:28])[C:18]([OH:24])=[C:19]([CH:21]([CH3:23])[CH3:22])[CH:20]=1)=[O:14])[C:2]1[CH:3]=[CH:4][CH:5]=[CH:6][CH:7]=1. The yield is 0.500.